Dataset: Rat liver microsome stability data. Task: Regression/Classification. Given a drug SMILES string, predict its absorption, distribution, metabolism, or excretion properties. Task type varies by dataset: regression for continuous measurements (e.g., permeability, clearance, half-life) or binary classification for categorical outcomes (e.g., BBB penetration, CYP inhibition). Dataset: rlm. (1) The molecule is O=C(Nc1cc(Cc2ccccc2)ccn1)c1ccc(-c2cccc([N+](=O)[O-])c2)o1. The result is 1 (stable in rat liver microsomes). (2) The result is 0 (unstable in rat liver microsomes). The drug is COc1ccc(-c2nc3c(c(SCC(=O)Nc4ccc(C(=O)O)cc4)n2)Cc2ccccc2O3)cc1. (3) The molecule is CCOC(=O)C1CCN(C(=O)C2(NC(=O)Nc3ccccc3Cl)CCC2)CC1. The result is 1 (stable in rat liver microsomes).